From a dataset of Catalyst prediction with 721,799 reactions and 888 catalyst types from USPTO. Predict which catalyst facilitates the given reaction. (1) Reactant: [N:1]1([CH2:7][CH2:8][O:9][C:10]2[CH:19]=[CH:18][C:13]([C:14]([O:16]C)=[O:15])=[CH:12][CH:11]=2)[CH2:6][CH2:5][O:4][CH2:3][CH2:2]1.[N+:20]([O-])([OH:22])=[O:21]. Product: [N:1]1([CH2:7][CH2:8][O:9][C:10]2[CH:19]=[CH:18][C:13]([C:14]([OH:16])=[O:15])=[CH:12][C:11]=2[N+:20]([O-:22])=[O:21])[CH2:6][CH2:5][O:4][CH2:3][CH2:2]1. The catalyst class is: 65. (2) Reactant: [F:1][C:2]([F:14])([F:13])[C:3]1[CH:11]=[CH:10][C:6]([C:7]([OH:9])=O)=[C:5]([OH:12])[CH:4]=1.[Li][CH3:16].O.Cl. Product: [OH:12][C:5]1[CH:4]=[C:3]([C:2]([F:1])([F:14])[F:13])[CH:11]=[CH:10][C:6]=1[C:7](=[O:9])[CH3:16]. The catalyst class is: 1. (3) Reactant: [C:1]([C:5]1[CH:12]=[C:11]([C:13]([CH3:16])([CH3:15])[CH3:14])[CH:10]=[C:9]([OH:17])[C:6]=1[CH:7]=O)([CH3:4])([CH3:3])[CH3:2].[CH3:18][NH2:19].C(O[BH-](OC(=O)C)OC(=O)C)(=O)C.[Na+].C([O-])(O)=O.[Na+]. Product: [C:1]([C:5]1[C:6]([CH2:7][NH:19][CH3:18])=[C:9]([OH:17])[CH:10]=[C:11]([C:13]([CH3:16])([CH3:15])[CH3:14])[CH:12]=1)([CH3:4])([CH3:3])[CH3:2]. The catalyst class is: 478. (4) Reactant: [CH3:1]CCCCCC.C([O:11][C:12]1[C:17]([C:18]([CH3:21])([CH3:20])[CH3:19])=[CH:16]C(O)=[C:14]([CH:23](O)[CH:24]([CH2:30][CH2:31][CH2:32][CH2:33][CH3:34])[CH2:25][CH2:26][CH2:27][CH2:28][CH3:29])[C:13]=1[C:36]([CH3:39])([CH3:38])[CH3:37])(=O)C.[C:40](=[O:43])([O-])O.[Na+].[CH3:45][O-:46].[Na+]. Product: [C:45]([O:11][C:12]1[C:17]([C:18]([CH3:21])([CH3:19])[CH3:20])=[CH:16][C:40]2[O:43][C:24]([CH2:25][CH2:26][CH2:27][CH2:28][CH3:29])([CH2:30][CH2:31][CH2:32][CH2:33][CH3:34])[CH2:23][C:14]=2[C:13]=1[C:36]([CH3:39])([CH3:38])[CH3:37])(=[O:46])[CH3:1]. The catalyst class is: 72. (5) Reactant: [CH2:1]([N:8]1[C:12]2[C:13](=[O:39])[N:14]([CH3:38])[C:15]([CH:28]([O:31]C3CCCCO3)[C:29]#N)=[C:16]([C:17]3[C:18]([CH3:27])=[C:19]4[C:24](=[CH:25][CH:26]=3)[O:23][CH2:22][CH2:21][CH2:20]4)[C:11]=2[CH:10]=[CH:9]1)[C:2]1[CH:7]=[CH:6][CH:5]=[CH:4][CH:3]=1.[OH-:40].[Na+].Cl.[Si](C=[N+]=[N-])(C)(C)C.Cl(O)(=O)(=O)=[O:51].[C:55]([O:58][CH2:59]C)(=[O:57])[CH3:56]. Product: [CH2:1]([N:8]1[C:12]2[C:13](=[O:39])[N:14]([CH3:38])[C:15]([CH:56]([O:40][C:2]([CH3:7])([CH3:3])[CH3:1])[C:55]([O:58][CH3:59])=[O:57])=[C:16]([C:17]3[C:18]([CH3:27])=[C:19]4[C:24](=[CH:25][CH:26]=3)[O:23][CH2:22][CH2:21][CH2:20]4)[C:11]=2[CH:10]=[CH:9]1)[C:2]1[CH:7]=[CH:6][CH:5]=[CH:4][CH:3]=1.[CH2:1]([N:8]1[C:12]2[C:13](=[O:39])[N:14]([CH3:38])[C:15]([CH:28]([OH:31])[C:29]([O:57][CH3:55])=[O:51])=[C:16]([C:17]3[C:18]([CH3:27])=[C:19]4[C:24](=[CH:25][CH:26]=3)[O:23][CH2:22][CH2:21][CH2:20]4)[C:11]=2[CH:10]=[CH:9]1)[C:2]1[CH:3]=[CH:4][CH:5]=[CH:6][CH:7]=1. The catalyst class is: 8. (6) Reactant: [Cl:1][C:2]1[CH:7]=[CH:6][C:5]([NH:8][C:9]([N:11]2[CH2:15][C@H:14]([OH:16])[CH2:13][C@@H:12]2[C:17]([NH:19][C:20]2[CH:25]=[CH:24][C:23]([N:26]3[CH2:31][CH2:30][O:29][CH2:28][C:27]3=[O:32])=[CH:22][CH:21]=2)=[O:18])=[O:10])=[CH:4][CH:3]=1.[C:33](O[C:33](=[O:37])[CH:34]([CH3:36])[CH3:35])(=[O:37])[CH:34]([CH3:36])[CH3:35].C(OCC)(=O)C. Product: [C:33]([O:16][C@@H:14]1[CH2:13][C@H:12]([C:17](=[O:18])[NH:19][C:20]2[CH:25]=[CH:24][C:23]([N:26]3[CH2:31][CH2:30][O:29][CH2:28][C:27]3=[O:32])=[CH:22][CH:21]=2)[N:11]([C:9](=[O:10])[NH:8][C:5]2[CH:6]=[CH:7][C:2]([Cl:1])=[CH:3][CH:4]=2)[CH2:15]1)(=[O:37])[CH:34]([CH3:36])[CH3:35]. The catalyst class is: 17. (7) Reactant: [OH:1][C:2]1[CH:12]=[CH:11][C:5]([C:6]([O:8][CH2:9][CH3:10])=[O:7])=[CH:4][CH:3]=1.N1C=CN=C1.Cl[Si:19]([CH:26]([CH3:28])[CH3:27])([CH:23]([CH3:25])[CH3:24])[CH:20]([CH3:22])[CH3:21].O. Product: [CH3:21][CH:20]([Si:19]([CH:26]([CH3:28])[CH3:27])([CH:23]([CH3:25])[CH3:24])[O:1][C:2]1[CH:3]=[CH:4][C:5]([C:6]([O:8][CH2:9][CH3:10])=[O:7])=[CH:11][CH:12]=1)[CH3:22]. The catalyst class is: 3.